Predict which catalyst facilitates the given reaction. From a dataset of Catalyst prediction with 721,799 reactions and 888 catalyst types from USPTO. (1) The catalyst class is: 530. Product: [OH:12][C:8]1[CH:9]=[CH:10][C:11]([C:13]2([C:11]3[CH:10]=[CH:9][C:8]([OH:12])=[CH:7][C:6]=3[N:3]([CH2:4][CH3:5])[CH2:1][CH3:2])[C:14]3[C:15](=[CH:19][CH:20]=[CH:21][CH:22]=3)[C:16](=[O:17])[O:18]2)=[C:6]([N:3]([CH2:4][CH3:5])[CH2:1][CH3:2])[CH:7]=1. Reactant: [CH2:1]([N:3]([C:6]1[CH:7]=[C:8]([OH:12])[CH:9]=[CH:10][CH:11]=1)[CH2:4][CH3:5])[CH3:2].[C:13]1(=O)[O:18][C:16](=[O:17])[C:15]2=[CH:19][CH:20]=[CH:21][CH:22]=[C:14]12. (2) Reactant: [CH:1]([C:3]1[S:4][CH:5]=[CH:6][C:7]=1[CH3:8])=O.[CH3:9][NH:10][CH2:11][CH2:12][NH:13][CH3:14]. Product: [CH3:9][N:10]1[CH2:11][CH2:12][N:13]([CH3:14])[CH:1]1[C:3]1[S:4][CH:5]=[CH:6][C:7]=1[CH3:8]. The catalyst class is: 11.